From a dataset of TCR-epitope binding with 47,182 pairs between 192 epitopes and 23,139 TCRs. Binary Classification. Given a T-cell receptor sequence (or CDR3 region) and an epitope sequence, predict whether binding occurs between them. (1) The epitope is FVDGVPFVV. The TCR CDR3 sequence is CASSDPRDEQFF. Result: 1 (the TCR binds to the epitope). (2) The epitope is FPRPWLHGL. The TCR CDR3 sequence is CASSLEDTLYGYTF. Result: 0 (the TCR does not bind to the epitope). (3) The epitope is IPSINVHHY. The TCR CDR3 sequence is CSVVTFYYEQYF. Result: 1 (the TCR binds to the epitope). (4) The TCR CDR3 sequence is CASSLSPWDRVKDTQYF. Result: 0 (the TCR does not bind to the epitope). The epitope is SEVGPEHSLAEY. (5) Result: 0 (the TCR does not bind to the epitope). The TCR CDR3 sequence is CASSLSPFYSYGYTF. The epitope is AIMTRCLAV.